This data is from Forward reaction prediction with 1.9M reactions from USPTO patents (1976-2016). The task is: Predict the product of the given reaction. The product is: [C:1]([O:5][C:6]([N:8]1[CH2:13][CH2:12][CH:11]([C:14]2[CH:19]=[CH:18][N:17]3[C:20]([C:23]([O:25][CH2:26][CH3:27])=[O:24])=[CH:21][N:22]=[C:16]3[CH:15]=2)[CH2:10][CH2:9]1)=[O:7])([CH3:4])([CH3:3])[CH3:2]. Given the reactants [C:1]([O:5][C:6]([N:8]1[CH2:13][CH:12]=[C:11]([C:14]2[CH:19]=[CH:18][N:17]3[C:20]([C:23]([O:25][CH2:26][CH3:27])=[O:24])=[CH:21][N:22]=[C:16]3[CH:15]=2)[CH2:10][CH2:9]1)=[O:7])([CH3:4])([CH3:3])[CH3:2], predict the reaction product.